Dataset: Forward reaction prediction with 1.9M reactions from USPTO patents (1976-2016). Task: Predict the product of the given reaction. (1) The product is: [C:1]([O:5][C:6]([N:8]1[CH:9]2[CH2:15][CH2:14][CH:13]1[CH2:12][N:11]([C:25](=[O:26])[C:24]([F:35])([F:34])[F:23])[CH2:10]2)=[O:7])([CH3:4])([CH3:2])[CH3:3]. Given the reactants [C:1]([O:5][C:6]([N:8]1[CH:13]2[CH2:14][CH2:15][CH:9]1[CH2:10][NH:11][CH2:12]2)=[O:7])([CH3:4])([CH3:3])[CH3:2].C(N(CC)CC)C.[F:23][C:24]([F:35])([F:34])[C:25](O[C:25](=[O:26])[C:24]([F:35])([F:34])[F:23])=[O:26], predict the reaction product. (2) Given the reactants Br[C:2]1[N:7]=[C:6]2[C:8]([C:29]3[S:30][CH:31]=[C:32]([CH3:34])[N:33]=3)=[C:9]([C:19]3[CH:24]=[CH:23][N:22]=[C:21]([NH:25][C:26](=[O:28])[CH3:27])[CH:20]=3)[N:10](COCC[Si](C)(C)C)[C:5]2=[C:4]([C:35]#[N:36])[CH:3]=1.C([O-])=O.[Na+], predict the reaction product. The product is: [C:35]([C:4]1[CH:3]=[CH:2][N:7]=[C:6]2[C:8]([C:29]3[S:30][CH:31]=[C:32]([CH3:34])[N:33]=3)=[C:9]([C:19]3[CH:24]=[CH:23][N:22]=[C:21]([NH:25][C:26](=[O:28])[CH3:27])[CH:20]=3)[NH:10][C:5]=12)#[N:36]. (3) Given the reactants [CH2:1]([S:3]([N:6]1[CH2:11][CH2:10][CH:9]([C:12]2[C:20]3[C:15](=[C:16]([C:29]([NH2:31])=[O:30])[CH:17]=[C:18]([C:21]4[CH:26]=[CH:25][CH:24]=[C:23](C=O)[CH:22]=4)[CH:19]=3)[NH:14][CH:13]=2)[CH2:8][CH2:7]1)(=[O:5])=[O:4])[CH3:2].[CH3:32][NH:33][CH2:34][CH:35]([C:37]1[CH:42]=[CH:41][CH:40]=[CH:39][CH:38]=1)[OH:36].[BH-](OC(C)=O)(OC(C)=O)O[C:45](C)=O.[Na+], predict the reaction product. The product is: [CH2:1]([S:3]([N:6]1[CH2:7][CH2:8][CH:9]([C:12]2[C:20]3[C:15](=[C:16]([C:29]([NH2:31])=[O:30])[CH:17]=[C:18]([C:21]4[CH:26]=[CH:25][CH:24]=[C:23]([CH2:32][N:33]([CH2:34][CH:35]([OH:36])[C:37]5[CH:42]=[CH:41][CH:40]=[CH:39][CH:38]=5)[CH3:45])[CH:22]=4)[CH:19]=3)[NH:14][CH:13]=2)[CH2:10][CH2:11]1)(=[O:5])=[O:4])[CH3:2]. (4) Given the reactants [N+:1]([C:4]1[CH:9]=[C:8]([N+:10]([O-:12])=[O:11])[CH:7]=[CH:6][C:5]=1[CH3:13])([O-:3])=[O:2].C=O.[O-:16][CH2:17]CCC.[O-:21][CH2:22]CCC.[O-:16][CH2:17]CCC.[O-:21][CH2:22]CCC.[K+].[K+].[K+].[K+].Cl, predict the reaction product. The product is: [N+:1]([C:4]1[CH:9]=[C:8]([N+:10]([O-:12])=[O:11])[CH:7]=[CH:6][C:5]=1[CH:13]([CH2:17][OH:16])[CH2:22][OH:21])([O-:3])=[O:2]. (5) Given the reactants Cl[C:2]1[CH:3]=[C:4]([C:20]([O:22]C)=[O:21])[C:5]2[CH2:6][CH2:7][N:8]([CH:13]([CH2:17][CH2:18][CH3:19])[CH2:14][CH2:15][CH3:16])[C:9](=[O:12])[C:10]=2[CH:11]=1.[OH-].[Na+].O1CCOC[CH2:27]1, predict the reaction product. The product is: [CH3:27][C:2]1[CH:3]=[C:4]([C:20]([OH:22])=[O:21])[C:5]2[CH2:6][CH2:7][N:8]([CH:13]([CH2:17][CH2:18][CH3:19])[CH2:14][CH2:15][CH3:16])[C:9](=[O:12])[C:10]=2[CH:11]=1. (6) Given the reactants Cl[C:2](Cl)(Cl)[C:3]1[NH:4][C:5]2[CH:11]=[C:10]([C:12]([F:15])([F:14])[F:13])[CH:9]=[CH:8][C:6]=2[N:7]=1.[OH-:18].[Na+].Cl.[OH2:21], predict the reaction product. The product is: [F:13][C:12]([F:15])([F:14])[C:10]1[CH:9]=[CH:8][C:6]2[N:7]=[C:3]([C:2]([OH:21])=[O:18])[NH:4][C:5]=2[CH:11]=1.